From a dataset of Forward reaction prediction with 1.9M reactions from USPTO patents (1976-2016). Predict the product of the given reaction. (1) Given the reactants [F:1][C:2]1[CH:10]=[C:9]([F:11])[CH:8]=[CH:7][C:3]=1C(O)=O.C([N:14]([CH2:17]C)CC)C.C1([O:25]P(N=[N+]=[N-])(=O)OC2C=CC=CC=2)C=CC=CC=1.[NH2:38][C:39]1[CH:44]=[CH:43][C:42]([C:45]2[CH:53]=[CH:52][C:51]([C:54]3[NH:55][C:56]([CH3:59])=[CH:57][N:58]=3)=[C:50]3[C:46]=2[CH2:47][NH:48][C:49]3=[O:60])=[C:41]([F:61])[CH:40]=1, predict the reaction product. The product is: [F:1][C:2]1[CH:10]=[C:9]([F:11])[CH:8]=[CH:7][C:3]=1[NH:14][C:17]([NH:38][C:39]1[CH:44]=[CH:43][C:42]([C:45]2[CH:53]=[CH:52][C:51]([C:54]3[NH:55][C:56]([CH3:59])=[CH:57][N:58]=3)=[C:50]3[C:46]=2[CH2:47][NH:48][C:49]3=[O:60])=[C:41]([F:61])[CH:40]=1)=[O:25]. (2) Given the reactants [I:1][C:2]1[CH:3]=[C:4]2[C:9]3=[C:10]([O:12][CH2:13][N:14]([CH3:15])[N:8]3[CH:7]=[C:6]([C:16]([OH:18])=O)[C:5]2=[O:19])[CH:11]=1.C(N1C=CN=C1)(N1C=CN=C1)=O.[Cl:32][C:33]1[CH:40]=[CH:39][C:36]([CH2:37][NH2:38])=[CH:35][CH:34]=1, predict the reaction product. The product is: [Cl:32][C:33]1[CH:40]=[CH:39][C:36]([CH2:37][NH:38][C:16]([C:6]2[C:5](=[O:19])[C:4]3[C:9]4=[C:10]([O:12][CH2:13][N:14]([CH3:15])[N:8]4[CH:7]=2)[CH:11]=[C:2]([I:1])[CH:3]=3)=[O:18])=[CH:35][CH:34]=1. (3) Given the reactants [F:1][C:2]1[CH:10]=[CH:9][CH:8]=[C:7]2[C:3]=1[C:4]([CH3:15])([CH3:14])[CH2:5][N:6]2C(=O)C.C(=O)(O)[O-].[Na+], predict the reaction product. The product is: [F:1][C:2]1[CH:10]=[CH:9][CH:8]=[C:7]2[C:3]=1[C:4]([CH3:15])([CH3:14])[CH2:5][NH:6]2. (4) Given the reactants C(OP([CH2:9][C:10]#[N:11])(OCC)=O)C.CC(C)([O-])C.[K+].[Cl:18][C:19]1[N:20]=[C:21]([CH2:46][CH3:47])[NH:22][C:23]=1[C:24]([NH:26][CH2:27][C:28]1[CH:33]=[CH:32][C:31]([Cl:34])=[C:30]([O:35][C:36]2[CH:41]=[C:40]([CH:42]=O)[CH:39]=[C:38]([Cl:44])[CH:37]=2)[C:29]=1[F:45])=[O:25], predict the reaction product. The product is: [Cl:18][C:19]1[N:20]=[C:21]([CH2:46][CH3:47])[NH:22][C:23]=1[C:24]([NH:26][CH2:27][C:28]1[CH:33]=[CH:32][C:31]([Cl:34])=[C:30]([O:35][C:36]2[CH:41]=[C:40](/[CH:42]=[CH:9]/[C:10]#[N:11])[CH:39]=[C:38]([Cl:44])[CH:37]=2)[C:29]=1[F:45])=[O:25]. (5) Given the reactants Cl[C:2]([O:4][CH3:5])=[O:3].[NH2:6][CH2:7][C@H:8]1[O:12][C:11](=[O:13])[N:10]([C:14]2[CH:15]=[C:16]3[C:20](=[C:21]([F:23])[CH:22]=2)[N:19]([CH2:24][CH2:25][F:26])[C:18](=[O:27])[CH2:17]3)[CH2:9]1.C(N(C(C)C)CC)(C)C, predict the reaction product. The product is: [CH3:5][O:4][C:2](=[O:3])[NH:6][CH2:7][C@@H:8]1[O:12][C:11](=[O:13])[N:10]([C:14]2[CH:15]=[C:16]3[C:20](=[C:21]([F:23])[CH:22]=2)[N:19]([CH2:24][CH2:25][F:26])[C:18](=[O:27])[CH2:17]3)[CH2:9]1. (6) Given the reactants [N:1]1([C:7]2[CH:12]=[CH:11][C:10]([OH:13])=[CH:9][CH:8]=2)[CH2:6][CH2:5][NH:4][CH2:3][CH2:2]1.[CH3:14][C:15]([CH3:17])=O.[BH3-]C#N.[Na+].Cl, predict the reaction product. The product is: [CH:15]([N:4]1[CH2:3][CH2:2][N:1]([C:7]2[CH:8]=[CH:9][C:10]([OH:13])=[CH:11][CH:12]=2)[CH2:6][CH2:5]1)([CH3:17])[CH3:14]. (7) Given the reactants P(F)(F)(F)(F)F.N1(OC(N(C)C)=[N+](C)C)C2N=CC=CC=2N=N1.C(N(C(C)C)CC)(C)C.[OH:33][C:34]1[CH:42]=[C:41]([OH:43])[CH:40]=[CH:39][C:35]=1[C:36]([OH:38])=O.[Cl:44][C:45]1[CH:50]=[CH:49][CH:48]=[CH:47][C:46]=1[CH:51]1[CH2:55][CH2:54][CH2:53][NH:52]1.C([O-])(O)=O.[Na+], predict the reaction product. The product is: [Cl:44][C:45]1[CH:50]=[CH:49][CH:48]=[CH:47][C:46]=1[CH:51]1[CH2:55][CH2:54][CH2:53][N:52]1[C:36]([C:35]1[CH:39]=[CH:40][C:41]([OH:43])=[CH:42][C:34]=1[OH:33])=[O:38]. (8) Given the reactants [CH3:1][C:2]1(C)[O:7]C2C=CC([C@@H](O)CNCCCCCCOCCCCC3C=C(S(N)(=O)=O)C=CC=3)=CC=2C[O:3]1.C(O)(=O)C.[OH:42][C@H:43]([C:67]1[CH:72]=[CH:71][C:70]([OH:73])=[C:69]([CH2:74][OH:75])[CH:68]=1)[CH2:44][NH:45][CH2:46][CH2:47][CH2:48][CH2:49][CH2:50][CH2:51][O:52][CH2:53][CH2:54][CH2:55][CH2:56][C:57]1[CH:58]=[C:59]([S:63]([NH2:66])(=[O:65])=[O:64])[CH:60]=[CH:61][CH:62]=1.C(O)(=O)C, predict the reaction product. The product is: [C:2]([OH:7])(=[O:3])[CH3:1].[OH:42][C@H:43]([C:67]1[CH:72]=[CH:71][C:70]([OH:73])=[C:69]([CH2:74][OH:75])[CH:68]=1)[CH2:44][NH:45][CH2:46][CH2:47][CH2:48][CH2:49][CH2:50][CH2:51][O:52][CH2:53][CH2:54][CH2:55][CH2:56][C:57]1[CH:58]=[C:59]([S:63]([NH2:66])(=[O:65])=[O:64])[CH:60]=[CH:61][CH:62]=1.